From a dataset of Peptide-MHC class I binding affinity with 185,985 pairs from IEDB/IMGT. Regression. Given a peptide amino acid sequence and an MHC pseudo amino acid sequence, predict their binding affinity value. This is MHC class I binding data. (1) The binding affinity (normalized) is 0.377. The MHC is HLA-A68:01 with pseudo-sequence HLA-A68:01. The peptide sequence is KTNDINVRRR. (2) The peptide sequence is TLISSDGAR. The MHC is HLA-A11:01 with pseudo-sequence HLA-A11:01. The binding affinity (normalized) is 0.330.